Dataset: Full USPTO retrosynthesis dataset with 1.9M reactions from patents (1976-2016). Task: Predict the reactants needed to synthesize the given product. Given the product [C:6]([CH2:25][C:26]([CH2:29][CH2:30][OH:2])([F:28])[F:27])([C:9]([C:12]([C:15]([C:18]([C:21]([F:24])([F:23])[F:22])([F:20])[F:19])([F:17])[F:16])([F:14])[F:13])([F:11])[F:10])([F:8])[F:7], predict the reactants needed to synthesize it. The reactants are: S(=O)(=O)(O)[OH:2].[C:6]([CH2:25][C:26]([CH2:29][CH2:30]I)([F:28])[F:27])([C:9]([C:12]([C:15]([C:18]([C:21]([F:24])([F:23])[F:22])([F:20])[F:19])([F:17])[F:16])([F:14])[F:13])([F:11])[F:10])([F:8])[F:7].